Dataset: Catalyst prediction with 721,799 reactions and 888 catalyst types from USPTO. Task: Predict which catalyst facilitates the given reaction. Reactant: [C:1]([O:5][C:6]([N:8]([C:17]1[CH:32]=[CH:31][C:20]([C:21]([O:23]CC2C=CC=CC=2)=[O:22])=[CH:19][CH:18]=1)[S:9]([CH2:12][CH2:13][N:14]([CH3:16])[CH3:15])(=[O:11])=[O:10])=[O:7])([CH3:4])([CH3:3])[CH3:2].C([O-])=O.[NH4+].O. Product: [C:1]([O:5][C:6]([N:8]([C:17]1[CH:32]=[CH:31][C:20]([C:21]([OH:23])=[O:22])=[CH:19][CH:18]=1)[S:9]([CH2:12][CH2:13][N:14]([CH3:16])[CH3:15])(=[O:10])=[O:11])=[O:7])([CH3:4])([CH3:2])[CH3:3]. The catalyst class is: 312.